From a dataset of Forward reaction prediction with 1.9M reactions from USPTO patents (1976-2016). Predict the product of the given reaction. (1) Given the reactants Br[C:2]1[CH:7]=[CH:6][C:5]([OH:8])=[CH:4][C:3]=1[CH2:9][N:10]1[CH2:15][CH2:14][O:13][CH2:12][CH2:11]1.C([Li])(C)(C)C.[B:21](OC(C)C)([O:26]C(C)C)[O:22]C(C)C.[NH4+].[Cl-], predict the reaction product. The product is: [OH:8][C:5]1[CH:6]=[CH:7][C:2]([B:21]([OH:26])[OH:22])=[C:3]([CH2:9][N:10]2[CH2:15][CH2:14][O:13][CH2:12][CH2:11]2)[CH:4]=1. (2) Given the reactants Cl[CH:2]([O:4][C:5]([NH:7][CH2:8][C:9]1([CH2:15][C:16]([O:18][CH2:19][CH:20]=[CH2:21])=[O:17])[CH2:14][CH2:13][CH2:12][CH2:11][CH2:10]1)=[O:6])[CH3:3].[C:22]([OH:27])(=[O:26])[CH:23]([CH3:25])[CH3:24].CN1CCOCC1.CCCCCC, predict the reaction product. The product is: [C:22]([O:27][CH:2]([O:4][C:5]([NH:7][CH2:8][C:9]1([CH2:15][C:16]([O:18][CH2:19][CH:20]=[CH2:21])=[O:17])[CH2:14][CH2:13][CH2:12][CH2:11][CH2:10]1)=[O:6])[CH3:3])(=[O:26])[CH:23]([CH3:25])[CH3:24]. (3) Given the reactants [CH3:1][N:2]([CH3:12])[C:3]1[CH:11]=[CH:10][C:6]([C:7](Cl)=[O:8])=[CH:5][CH:4]=1.[NH2:13][C:14]1[CH:15]=[C:16]([CH2:20][CH2:21][CH2:22][CH:23]([CH2:28][CH2:29][C:30]2[CH:35]=[CH:34][C:33]([CH2:36][CH3:37])=[CH:32][CH:31]=2)[C:24]([O:26][CH3:27])=[O:25])[CH:17]=[CH:18][CH:19]=1.CCN(C(C)C)C(C)C.O, predict the reaction product. The product is: [CH3:1][N:2]([CH3:12])[C:3]1[CH:11]=[CH:10][C:6]([C:7]([NH:13][C:14]2[CH:15]=[C:16]([CH2:20][CH2:21][CH2:22][CH:23]([CH2:28][CH2:29][C:30]3[CH:31]=[CH:32][C:33]([CH2:36][CH3:37])=[CH:34][CH:35]=3)[C:24]([O:26][CH3:27])=[O:25])[CH:17]=[CH:18][CH:19]=2)=[O:8])=[CH:5][CH:4]=1.